From a dataset of Full USPTO retrosynthesis dataset with 1.9M reactions from patents (1976-2016). Predict the reactants needed to synthesize the given product. (1) Given the product [CH3:1][C:2]([CH3:10])([CH2:7][CH:8]=[CH2:9])[C:3]([NH:12][NH2:13])=[O:4], predict the reactants needed to synthesize it. The reactants are: [CH3:1][C:2]([CH3:10])([CH2:7][CH:8]=[CH2:9])[C:3](OC)=[O:4].O.[NH2:12][NH2:13]. (2) Given the product [Cl:8][C:4]1[N:3]=[C:2]([NH:9][C:10]2[CH:18]=[CH:17][C:13]([C:14]([OH:16])=[O:15])=[CH:12][C:11]=2[O:19][CH3:20])[CH:7]=[N:6][CH:5]=1, predict the reactants needed to synthesize it. The reactants are: Cl[C:2]1[CH:7]=[N:6][CH:5]=[C:4]([Cl:8])[N:3]=1.[NH2:9][C:10]1[CH:18]=[CH:17][C:13]([C:14]([OH:16])=[O:15])=[CH:12][C:11]=1[O:19][CH3:20].CC1(C)C2C(=C(P(C3C=CC=CC=3)C3C=CC=CC=3)C=CC=2)OC2C(P(C3C=CC=CC=3)C3C=CC=CC=3)=CC=CC1=2.CC([O-])(C)C.[Na+]. (3) Given the product [N+:1]([C:4]1[CH:5]=[C:6]([C:10]2[O:14][C:13]([C:15]([O:17][CH3:18])=[O:16])=[CH:12][CH:11]=2)[CH:7]=[CH:8][CH:9]=1)([O-:3])=[O:2], predict the reactants needed to synthesize it. The reactants are: [N+:1]([C:4]1[CH:5]=[C:6]([C:10]2[O:14][C:13]([C:15]([OH:17])=[O:16])=[CH:12][CH:11]=2)[CH:7]=[CH:8][CH:9]=1)([O-:3])=[O:2].[C:18](Cl)(=O)C(Cl)=O.C(N(CC)CC)C. (4) Given the product [Br-:10].[CH2:26]([N+:3]1[C:2]([Cl:1])=[C:6]([Cl:7])[N:5]([C:26]2[C:27]3[C:22](=[CH:21][CH:20]=[CH:19][CH:18]=3)[CH:23]=[CH:24][C:25]=2[CH2:11][CH3:12])[CH:4]=1)[CH2:27][CH2:18][CH2:19][CH2:20][CH2:21][CH2:22][CH2:23][CH3:24], predict the reactants needed to synthesize it. The reactants are: [Cl:1][C:2]1[N:3]=[CH:4][NH:5][C:6]=1[Cl:7].[OH-].[K+].[Br:10][CH2:11][CH3:12].[K+].[Br-].BrCC[C:18]1[C:27]2[C:22](=[CH:23][CH:24]=[CH:25][CH:26]=2)[CH:21]=[CH:20][CH:19]=1. (5) Given the product [N:44]12[CH2:51][CH2:50][CH:47]([CH2:48][CH2:49]1)[CH:46]([O:52][C:7](=[O:8])[NH:9][C:38]1([C:35]3[CH:36]=[CH:37][C:32]([C:29]4[CH:28]=[CH:27][C:26]([CH2:25][O:24][CH2:23][C:21]5[CH:22]=[N:17][CH:18]=[N:19][CH:20]=5)=[CH:31][CH:30]=4)=[CH:33][CH:34]=3)[CH2:39][CH2:40]1)[CH2:45]2, predict the reactants needed to synthesize it. The reactants are: N1C=CC=C([CH2:7][OH:8])C=1.[N:9]1C=C(CO)C=NC=1.[N:17]1[CH:22]=[C:21]([CH2:23][O:24][CH2:25][C:26]2[CH:31]=[CH:30][C:29]([C:32]3[CH:37]=[CH:36][C:35]([C:38]4(C(O)=O)[CH2:40][CH2:39]4)=[CH:34][CH:33]=3)=[CH:28][CH:27]=2)[CH:20]=[N:19][CH:18]=1.[N:44]12[CH2:51][CH2:50][CH:47]([CH2:48][CH2:49]1)[CH:46]([OH:52])[CH2:45]2. (6) Given the product [CH2:29]([N:30]([CH2:31][CH3:32])[CH2:33][CH2:34][N:35]([CH3:36])[C:2]1[C:3]([CH:5]=[C:6]([NH:10][C:11]2[C:20]3[C:15](=[CH:16][C:17]([O:23][CH2:24][CH2:25][O:26][CH3:27])=[C:18]([O:21][CH3:22])[CH:19]=3)[N:14]=[CH:13][N:12]=2)[C:7](=[O:9])[CH:8]=1)=[O:4])[CH3:28], predict the reactants needed to synthesize it. The reactants are: Cl[C:2]1[C:3]([CH:5]=[C:6]([NH:10][C:11]2[C:20]3[C:15](=[CH:16][C:17]([O:23][CH2:24][CH2:25][O:26][CH3:27])=[C:18]([O:21][CH3:22])[CH:19]=3)[N:14]=[CH:13][N:12]=2)[C:7](=[O:9])[CH:8]=1)=[O:4].[CH3:28][CH2:29][N:30]([CH2:33][CH2:34][NH:35][CH3:36])[CH2:31][CH3:32].Cl.N1C=CC=CC=1.C(N(CC)C(C)C)(C)C. (7) Given the product [CH3:1][O:2][C:3]1[CH:4]=[C:5]([CH2:11][CH2:12][NH:13][C:23](=[O:24])[CH2:22][C:19]2[CH:20]=[CH:21][C:16]([O:15][CH3:14])=[CH:17][CH:18]=2)[CH:6]=[CH:7][C:8]=1[O:9][CH3:10], predict the reactants needed to synthesize it. The reactants are: [CH3:1][O:2][C:3]1[CH:4]=[C:5]([CH2:11][CH2:12][NH2:13])[CH:6]=[CH:7][C:8]=1[O:9][CH3:10].[CH3:14][O:15][C:16]1[CH:21]=[CH:20][C:19]([CH2:22][C:23](Cl)=[O:24])=[CH:18][CH:17]=1. (8) Given the product [CH2:1]([N:5]1[C:14](=[O:15])[C:13]2[NH:12][C:11]([I:27])=[N:10][C:9]=2[N:8]([CH2:16][CH2:17][CH2:18][CH3:19])[C:6]1=[O:7])[CH2:2][CH2:3][CH3:4], predict the reactants needed to synthesize it. The reactants are: [CH2:1]([N:5]1[C:14](=[O:15])[C:13]2[NH:12][CH:11]=[N:10][C:9]=2[N:8]([CH2:16][CH2:17][CH2:18][CH3:19])[C:6]1=[O:7])[CH2:2][CH2:3][CH3:4].C1C(=O)N([I:27])C(=O)C1. (9) Given the product [I:14][C:10]1[C:2]([CH3:1])=[N:3][N:4]2[CH:9]=[CH:8][CH:7]=[CH:6][C:5]=12, predict the reactants needed to synthesize it. The reactants are: [CH3:1][C:2]1[C:10](C(O)=O)=[C:5]2[CH:6]=[CH:7][CH:8]=[CH:9][N:4]2[N:3]=1.[I:14]N1C(=O)CCC1=O.